Predict the reaction yield, written as a fraction of the theoretical maximum amount of product (1.0 means a 100% yield; for example, 0.34 means a 34% yield). From a dataset of Reaction yield outcomes from USPTO patents with 853,638 reactions. (1) The product is [CH3:1][O:2][C:3]([C:5]1[C:6]([CH:17]([CH3:19])[CH3:18])=[N:7][C:8]2[C:13]([C:14]=1[Cl:23])=[CH:12][C:11]([Cl:16])=[CH:10][CH:9]=2)=[O:4]. The reactants are [CH3:1][O:2][C:3]([C:5]1[C:6]([CH:17]([CH3:19])[CH3:18])=[N:7][C:8]2[C:13]([C:14]=1O)=[CH:12][C:11]([Cl:16])=[CH:10][CH:9]=2)=[O:4].N.P(Cl)(Cl)([Cl:23])=O. No catalyst specified. The yield is 0.610. (2) The reactants are [F:1][C:2]1[CH:3]=[C:4]([C:9]2[C:18]3[C:13](=[CH:14][CH:15]=[CH:16][CH:17]=3)[C:12](=[O:19])[N:11]([CH3:20])[C:10]=2[CH2:21][OH:22])[CH:5]=[CH:6][C:7]=1[F:8]. The catalyst is C(Cl)(Cl)Cl.O=[Mn]=O. The product is [F:1][C:2]1[CH:3]=[C:4]([C:9]2[C:18]3[C:13](=[CH:14][CH:15]=[CH:16][CH:17]=3)[C:12](=[O:19])[N:11]([CH3:20])[C:10]=2[CH:21]=[O:22])[CH:5]=[CH:6][C:7]=1[F:8]. The yield is 0.926. (3) The reactants are [CH2:1]([O:3][C:4]([C:6]1[C:7]2[C:15](=O)[C:14](=[CH:17][N:18]([CH3:20])C)[CH2:13][CH2:12][CH2:11][C:8]=2[NH:9][CH:10]=1)=[O:5])[CH3:2].C(O)(=O)C.C(N)=[NH:26]. The catalyst is CCO.C(Cl)Cl. The product is [CH2:1]([O:3][C:4]([C:6]1[C:7]2[C:15]3[N:26]=[CH:20][N:18]=[CH:17][C:14]=3[CH2:13][CH2:12][CH2:11][C:8]=2[NH:9][CH:10]=1)=[O:5])[CH3:2]. The yield is 0.770. (4) The reactants are C(O[CH:5]=[CH2:6])(=O)C.BrBr.O=[C:10]([CH3:17])[CH2:11][C:12]([O:14][CH2:15][CH3:16])=[O:13].[NH3:18]. The catalyst is O. The product is [CH3:17][C:10]1[NH:18][CH:5]=[CH:6][C:11]=1[C:12]([O:14][CH2:15][CH3:16])=[O:13]. The yield is 0.350.